This data is from Forward reaction prediction with 1.9M reactions from USPTO patents (1976-2016). The task is: Predict the product of the given reaction. (1) Given the reactants [NH2:1][C@H:2]1[CH2:6][CH2:5][O:4][C:3]1=[O:7].[BrH:8], predict the reaction product. The product is: [BrH:8].[NH2:1][C@@H:2]([CH2:6][CH2:5][Br:8])[C:3]([OH:4])=[O:7]. (2) Given the reactants Br[C:2]1[CH:7]=[CH:6][C:5]([C:8]([F:11])([F:10])[F:9])=[CH:4][CH:3]=1.[C:12]([C:15]1[CH:20]=[CH:19][C:18](B(O)O)=[CH:17][CH:16]=1)([OH:14])=[O:13], predict the reaction product. The product is: [F:9][C:8]([F:11])([F:10])[C:5]1[CH:6]=[CH:7][C:2]([C:18]2[CH:19]=[CH:20][C:15]([C:12]([OH:14])=[O:13])=[CH:16][CH:17]=2)=[CH:3][CH:4]=1. (3) Given the reactants [O:1]=[C:2]1[CH2:7][CH2:6][N:5]([C:8]([O:10][C:11]([CH3:14])([CH3:13])[CH3:12])=[O:9])[CH2:4][CH2:3]1.[C:15](=[O:18])([O-])[O-].[K+].[K+].[CH2:21]=[O:22], predict the reaction product. The product is: [OH:22][CH2:21][C:7]1([CH2:15][OH:18])[C:2](=[O:1])[CH2:3][CH2:4][N:5]([C:8]([O:10][C:11]([CH3:14])([CH3:13])[CH3:12])=[O:9])[CH2:6]1. (4) Given the reactants [CH3:1][O:2][N:3]([CH3:26])[C:4]([C:6]1[CH:7]=[N:8][N:9]([CH2:17][C:18]2[CH:23]=[CH:22][C:21]([O:24][CH3:25])=[CH:20][CH:19]=2)[C:10]=1[NH:11][C@@H:12]([CH3:16])[CH2:13][O:14][CH3:15])=[O:5].[H-].[Na+].Br[CH2:30][CH:31]=[CH2:32].O, predict the reaction product. The product is: [CH2:32]([N:11]([C@@H:12]([CH3:16])[CH2:13][O:14][CH3:15])[C:10]1[N:9]([CH2:17][C:18]2[CH:19]=[CH:20][C:21]([O:24][CH3:25])=[CH:22][CH:23]=2)[N:8]=[CH:7][C:6]=1[C:4]([N:3]([O:2][CH3:1])[CH3:26])=[O:5])[CH:31]=[CH2:30].